This data is from Full USPTO retrosynthesis dataset with 1.9M reactions from patents (1976-2016). The task is: Predict the reactants needed to synthesize the given product. (1) Given the product [CH3:1][O:2][C:3]1[CH:10]=[CH:9][C:6]([CH2:7][N:16]2[C:15](=[O:17])[C:14]3=[CH:18][CH:19]=[CH:20][CH:21]=[C:13]3[C:12]2=[O:22])=[CH:5][CH:4]=1, predict the reactants needed to synthesize it. The reactants are: [CH3:1][O:2][C:3]1[CH:10]=[CH:9][C:6]([CH2:7]Cl)=[CH:5][CH:4]=1.[K].[C:12]1(=[O:22])[NH:16][C:15](=[O:17])[C:14]2=[CH:18][CH:19]=[CH:20][CH:21]=[C:13]12. (2) Given the product [CH3:38][O:39][C:33](=[O:34])[CH2:29][C:30]([NH:1][C:2]1[CH:3]=[C:4]([CH3:20])[C:5]([O:6][C:7]2[CH:12]=[CH:11][C:10]([OH:13])=[C:9]([CH:14]([CH3:16])[CH3:15])[CH:8]=2)=[C:17]([CH3:19])[CH:18]=1)=[O:31], predict the reactants needed to synthesize it. The reactants are: [NH2:1][C:2]1[CH:18]=[C:17]([CH3:19])[C:5]([O:6][C:7]2[CH:12]=[CH:11][C:10]([OH:13])=[C:9]([CH:14]([CH3:16])[CH3:15])[CH:8]=2)=[C:4]([CH3:20])[CH:3]=1.C(N(CC)CC)C.C[CH:29]([C:33](Cl)=[O:34])[C:30](Cl)=[O:31].C1C[O:39][CH2:38]C1. (3) Given the product [O:1]1[CH2:2][CH2:3][CH:6]([CH:7]([NH2:30])[C:8]2[CH:9]=[N:10][CH:11]=[CH:12][CH:13]=2)[CH2:4][CH2:5]1, predict the reactants needed to synthesize it. The reactants are: [O:1]1[CH2:5][CH2:4][CH:3]([CH:6](N)[CH2:7][C:8]2[CH:9]=[N:10][CH:11]=[CH:12][CH:13]=2)[CH2:2]1.CS(OC1CCOCC1)(=O)=O.[Li+].CC([N-:30]C(C)C)C.